This data is from Reaction yield outcomes from USPTO patents with 853,638 reactions. The task is: Predict the reaction yield, written as a fraction of the theoretical maximum amount of product (1.0 means a 100% yield; for example, 0.34 means a 34% yield). (1) The yield is 0.627. No catalyst specified. The product is [C:1]([C:3]1[CH:4]=[CH:5][C:6]([O:7][CH2:8][CH2:9][N:10]([CH2:15][CH2:16][N:17]2[CH2:24][CH:23]3[O:25][CH:19]([CH2:20][N:21]([CH2:29][C:30]4[CH:35]=[CH:34][C:33]([F:36])=[CH:32][CH:31]=4)[CH2:22]3)[CH2:18]2)[S:11]([CH3:14])(=[O:13])=[O:12])=[CH:26][CH:27]=1)#[N:2]. The reactants are [C:1]([C:3]1[CH:27]=[CH:26][C:6]([O:7][CH2:8][CH2:9][N:10]([CH2:15][CH2:16][N:17]2[CH2:24][CH:23]3[O:25][CH:19]([CH2:20][NH:21][CH2:22]3)[CH2:18]2)[S:11]([CH3:14])(=[O:13])=[O:12])=[CH:5][CH:4]=1)#[N:2].Br[CH2:29][C:30]1[CH:35]=[CH:34][C:33]([F:36])=[CH:32][CH:31]=1.C([O-])([O-])=O.[K+].[K+]. (2) The reactants are [CH:1](/[C:9]1[N:10]=[C:11]2[CH:17]=[C:16]([C:18]3[CH:19]=[C:20]([CH:24]=[CH:25][CH:26]=3)[C:21]([OH:23])=[O:22])[N:15]([CH2:27][O:28][CH2:29][CH2:30][Si:31]([CH3:34])([CH3:33])[CH3:32])[C:12]2=[N:13][CH:14]=1)=C\C1C=CC=CC=1.[O:35]1CCOCC1. The catalyst is O.O=[Os](=O)(=O)=O. The product is [CH:1]([C:9]1[N:10]=[C:11]2[CH:17]=[C:16]([C:18]3[CH:19]=[C:20]([CH:24]=[CH:25][CH:26]=3)[C:21]([OH:23])=[O:22])[N:15]([CH2:27][O:28][CH2:29][CH2:30][Si:31]([CH3:33])([CH3:32])[CH3:34])[C:12]2=[N:13][CH:14]=1)=[O:35]. The yield is 1.00. (3) The reactants are [Br:1][C:2]1[CH:3]=[C:4]([CH:8]=[C:9]([OH:11])[CH:10]=1)[C:5]([OH:7])=[O:6].[CH3:12]C1C=CC(S(O)(=O)=O)=CC=1.C([O-])(O)=O.[Na+]. The catalyst is CO. The product is [Br:1][C:2]1[CH:3]=[C:4]([CH:8]=[C:9]([OH:11])[CH:10]=1)[C:5]([O:7][CH3:12])=[O:6]. The yield is 0.730. (4) The reactants are [Cl:1][C:2]1[CH:7]=[C:6]([Cl:8])[CH:5]=[CH:4][C:3]=1[N:9]1[C:13]([C:14]2[CH:19]=[CH:18][C:17]([OH:20])=[CH:16][CH:15]=2)=[C:12]([CH3:21])[C:11]([C:22]([OH:24])=[O:23])=[N:10]1.O.[CH3:26]O. The catalyst is Cl. The product is [CH3:26][O:23][C:22]([C:11]1[C:12]([CH3:21])=[C:13]([C:14]2[CH:19]=[CH:18][C:17]([OH:20])=[CH:16][CH:15]=2)[N:9]([C:3]2[CH:4]=[CH:5][C:6]([Cl:8])=[CH:7][C:2]=2[Cl:1])[N:10]=1)=[O:24]. The yield is 0.850. (5) The reactants are [N:1]1[N:10]2[C:4]([CH2:5][O:6][C:7]3[CH:14]=[CH:13][CH:12]=[CH:11][C:8]=3[CH2:9]2)=[CH:3][C:2]=1C=O.[Mg+2].[Br-].[Br-].[N+:20]([C:23]1[CH:41]=[CH:40][C:26]([CH2:27][O:28][C:29]([C:31]2[N:32]3[CH:35]([S:36][CH:37]=2)[CH:34]([Br:38])[C:33]3=[O:39])=[O:30])=[CH:25][CH:24]=1)([O-:22])=[O:21].CCN(CC)CC.[CH3:49][C:50]([O:52][C:53](C)=O)=[O:51]. The catalyst is C(#N)C.C1COCC1.CN(C1C=CN=CC=1)C.CCOC(C)=O. The product is [N+:20]([C:23]1[CH:41]=[CH:40][C:26]([CH2:27][O:28][C:29]([C:31]2[N:32]3[CH:35]([S:36][CH:37]=2)[C:34]([CH:53]([O:52][C:50](=[O:51])[CH3:49])[C:12]2[CH:13]=[CH:14][C:7]4[O:6][CH2:5][C:4]5=[CH:3][CH:2]=[N:1][N:10]5[CH2:9][C:8]=4[CH:11]=2)([Br:38])[C:33]3=[O:39])=[O:30])=[CH:25][CH:24]=1)([O-:22])=[O:21]. The yield is 0.540. (6) The reactants are Br[C:2]1[C:3]([C:18]2[CH:23]=[CH:22][C:21]([O:24][CH3:25])=[CH:20][CH:19]=2)=[N:4][N:5]([CH3:17])[C:6]=1[CH2:7][CH2:8][O:9][Si:10]([C:13]([CH3:16])([CH3:15])[CH3:14])([CH3:12])[CH3:11].[CH3:26][C:27]1[C:31](B(O)O)=[C:30]([CH3:35])[O:29][N:28]=1.C([O-])([O-])=O.[K+].[K+]. The catalyst is COCCOC.O.C1C=CC([P]([Pd]([P](C2C=CC=CC=2)(C2C=CC=CC=2)C2C=CC=CC=2)([P](C2C=CC=CC=2)(C2C=CC=CC=2)C2C=CC=CC=2)[P](C2C=CC=CC=2)(C2C=CC=CC=2)C2C=CC=CC=2)(C2C=CC=CC=2)C2C=CC=CC=2)=CC=1. The product is [Si:10]([O:9][CH2:8][CH2:7][C:6]1[N:5]([CH3:17])[N:4]=[C:3]([C:18]2[CH:23]=[CH:22][C:21]([O:24][CH3:25])=[CH:20][CH:19]=2)[C:2]=1[C:31]1[C:27]([CH3:26])=[N:28][O:29][C:30]=1[CH3:35])([C:13]([CH3:16])([CH3:15])[CH3:14])([CH3:12])[CH3:11]. The yield is 0.240. (7) The reactants are [C:1]([NH:4][C:5]1[CH:13]=[CH:12][C:8]([C:9]([OH:11])=O)=[CH:7][CH:6]=1)(=[O:3])[CH3:2].CN(C=O)C.C(Cl)(=O)C(Cl)=O.[NH2:25][C:26]1[S:30][C:29]([NH:31][C:32]2[CH:37]=[CH:36][C:35]([F:38])=[CH:34][CH:33]=2)=[N:28][C:27]=1[C:39]([NH2:41])=[O:40]. The catalyst is C1COCC1.N1C=CC=CC=1. The product is [C:1]([NH:4][C:5]1[CH:6]=[CH:7][C:8]([C:9]([NH:25][C:26]2[S:30][C:29]([NH:31][C:32]3[CH:33]=[CH:34][C:35]([F:38])=[CH:36][CH:37]=3)=[N:28][C:27]=2[C:39]([NH2:41])=[O:40])=[O:11])=[CH:12][CH:13]=1)(=[O:3])[CH3:2]. The yield is 0.100. (8) The reactants are [F:1][C:2]([F:19])([F:18])[C:3]1[CH:4]=[C:5]([C:13]2[N:17]=[CH:16][NH:15][N:14]=2)[CH:6]=[C:7]([C:9]([F:12])([F:11])[F:10])[CH:8]=1.C1N2CCN(CC2)C1.[F:28][C:29]1([F:38])[CH2:32][N:31]([C:33](=[O:37])/[CH:34]=[CH:35]\I)[CH2:30]1.C(OCC)(=O)C.CCCCCC. The catalyst is CN(C=O)C. The product is [F:19][C:2]([F:1])([F:18])[C:3]1[CH:4]=[C:5]([C:13]2[N:17]=[CH:16][N:15](/[CH:35]=[CH:34]\[C:33]([N:31]3[CH2:32][C:29]([F:38])([F:28])[CH2:30]3)=[O:37])[N:14]=2)[CH:6]=[C:7]([C:9]([F:10])([F:12])[F:11])[CH:8]=1. The yield is 0.256.